This data is from NCI-60 drug combinations with 297,098 pairs across 59 cell lines. The task is: Regression. Given two drug SMILES strings and cell line genomic features, predict the synergy score measuring deviation from expected non-interaction effect. (1) Drug 1: CC1C(C(=O)NC(C(=O)N2CCCC2C(=O)N(CC(=O)N(C(C(=O)O1)C(C)C)C)C)C(C)C)NC(=O)C3=C4C(=C(C=C3)C)OC5=C(C(=O)C(=C(C5=N4)C(=O)NC6C(OC(=O)C(N(C(=O)CN(C(=O)C7CCCN7C(=O)C(NC6=O)C(C)C)C)C)C(C)C)C)N)C. Drug 2: CC1C(C(CC(O1)OC2CC(CC3=C2C(=C4C(=C3O)C(=O)C5=CC=CC=C5C4=O)O)(C(=O)C)O)N)O. Cell line: UO-31. Synergy scores: CSS=48.9, Synergy_ZIP=3.92, Synergy_Bliss=7.88, Synergy_Loewe=4.23, Synergy_HSA=7.05. (2) Drug 1: CC1OCC2C(O1)C(C(C(O2)OC3C4COC(=O)C4C(C5=CC6=C(C=C35)OCO6)C7=CC(=C(C(=C7)OC)O)OC)O)O. Drug 2: CC1=C(C=C(C=C1)C(=O)NC2=CC(=CC(=C2)C(F)(F)F)N3C=C(N=C3)C)NC4=NC=CC(=N4)C5=CN=CC=C5. Cell line: NCI-H460. Synergy scores: CSS=33.6, Synergy_ZIP=-1.55, Synergy_Bliss=-4.90, Synergy_Loewe=-9.59, Synergy_HSA=-2.91. (3) Drug 1: B(C(CC(C)C)NC(=O)C(CC1=CC=CC=C1)NC(=O)C2=NC=CN=C2)(O)O. Drug 2: CN1C=C(C=N1)C2=C3N=C(C(=C(N3N=C2)N)Br)C4CCCNC4. Cell line: HT29. Synergy scores: CSS=47.0, Synergy_ZIP=0.00724, Synergy_Bliss=-0.414, Synergy_Loewe=-2.98, Synergy_HSA=0.406. (4) Drug 1: CNC(=O)C1=CC=CC=C1SC2=CC3=C(C=C2)C(=NN3)C=CC4=CC=CC=N4. Drug 2: C1=CC(=CC=C1C#N)C(C2=CC=C(C=C2)C#N)N3C=NC=N3. Cell line: CCRF-CEM. Synergy scores: CSS=0.0540, Synergy_ZIP=-2.60, Synergy_Bliss=-5.43, Synergy_Loewe=-12.1, Synergy_HSA=-5.93. (5) Drug 1: CC12CCC3C(C1CCC2=O)CC(=C)C4=CC(=O)C=CC34C. Drug 2: CCC1=C2CN3C(=CC4=C(C3=O)COC(=O)C4(CC)O)C2=NC5=C1C=C(C=C5)O. Cell line: HS 578T. Synergy scores: CSS=48.1, Synergy_ZIP=-1.31, Synergy_Bliss=-2.06, Synergy_Loewe=-6.27, Synergy_HSA=-1.30. (6) Drug 1: C1C(C(OC1N2C=C(C(=O)NC2=O)F)CO)O. Drug 2: CC1C(C(CC(O1)OC2CC(OC(C2O)C)OC3=CC4=CC5=C(C(=O)C(C(C5)C(C(=O)C(C(C)O)O)OC)OC6CC(C(C(O6)C)O)OC7CC(C(C(O7)C)O)OC8CC(C(C(O8)C)O)(C)O)C(=C4C(=C3C)O)O)O)O. Cell line: U251. Synergy scores: CSS=56.2, Synergy_ZIP=-0.887, Synergy_Bliss=3.34, Synergy_Loewe=-6.26, Synergy_HSA=-0.174.